Dataset: hERG Central: cardiac toxicity at 1µM, 10µM, and general inhibition. Task: Predict hERG channel inhibition at various concentrations. (1) The compound is CCOC(=O)C1C(=O)C=C(c2ccc(NS(C)(=O)=O)cc2)CC1c1ccco1. Results: hERG_inhib (hERG inhibition (general)): blocker. (2) The compound is COCCn1c(SCC(=O)N2CCC(C)CC2)nc2ccccc2c1=O. Results: hERG_inhib (hERG inhibition (general)): blocker. (3) The drug is CCOc1cccc2sc(N(CCCN(C)C)C(=O)c3ccc(C(=O)c4ccccc4)cc3)nc12.Cl. Results: hERG_inhib (hERG inhibition (general)): blocker. (4) The molecule is COc1ccc(-c2nc(C(=O)NCCCN3CCOCC3)cc3c2[nH]c2ccccc23)cc1OC. Results: hERG_inhib (hERG inhibition (general)): blocker.